From a dataset of Full USPTO retrosynthesis dataset with 1.9M reactions from patents (1976-2016). Predict the reactants needed to synthesize the given product. (1) Given the product [F:2][C:3]1[CH:4]=[CH:5][C:6]([S:9]([CH:10]2[CH2:11][CH2:12][N:13]([C:16]([O:18][C:19]([CH3:22])([CH3:21])[CH3:20])=[O:17])[CH2:14][CH2:15]2)(=[O:23])=[O:1])=[CH:7][CH:8]=1, predict the reactants needed to synthesize it. The reactants are: [OH2:1].[F:2][C:3]1[CH:8]=[CH:7][C:6]([S:9][CH:10]2[CH2:15][CH2:14][N:13]([C:16]([O:18][C:19]([CH3:22])([CH3:21])[CH3:20])=[O:17])[CH2:12][CH2:11]2)=[CH:5][CH:4]=1.[OH:23]OS([O-])=O.[K+]. (2) Given the product [C:11]([O:10][C:9]([N:8]([C:16]([O:18][C:19]([CH3:21])([CH3:20])[CH3:22])=[O:17])[C:5]1[N:6]=[CH:7][C:2]([C:44]2[CH2:49][CH2:48][N:47]([C:50]([O:52][C:53]([CH3:56])([CH3:55])[CH3:54])=[O:51])[CH2:46][CH:45]=2)=[N:3][C:4]=1[C:23]1[O:24][C:25]([C:28]2[CH:33]=[CH:32][C:31]([CH2:34][Br:35])=[CH:30][CH:29]=2)=[N:26][N:27]=1)=[O:15])([CH3:13])([CH3:14])[CH3:12], predict the reactants needed to synthesize it. The reactants are: Br[C:2]1[N:3]=[C:4]([C:23]2[O:24][C:25]([C:28]3[CH:33]=[CH:32][C:31]([CH2:34][Br:35])=[CH:30][CH:29]=3)=[N:26][N:27]=2)[C:5]([N:8]([C:16]([O:18][C:19]([CH3:22])([CH3:21])[CH3:20])=[O:17])[C:9](=[O:15])[O:10][C:11]([CH3:14])([CH3:13])[CH3:12])=[N:6][CH:7]=1.CC1(C)C(C)(C)OB([C:44]2[CH2:45][CH2:46][N:47]([C:50]([O:52][C:53]([CH3:56])([CH3:55])[CH3:54])=[O:51])[CH2:48][CH:49]=2)O1.C(P(C(C)(C)C)C1C=CC(N(C)C)=CC=1)(C)(C)C.C([O-])([O-])=O.[K+].[K+].